This data is from Full USPTO retrosynthesis dataset with 1.9M reactions from patents (1976-2016). The task is: Predict the reactants needed to synthesize the given product. (1) Given the product [CH2:1]([O:3][C:4]1[CH:9]=[CH:8][N:7]([C:10]2[CH:15]=[CH:14][C:13]([F:16])=[CH:12][CH:11]=2)[C:6](=[O:17])[C:5]=1[C:18]([Cl:23])=[O:20])[CH3:2], predict the reactants needed to synthesize it. The reactants are: [CH2:1]([O:3][C:4]1[CH:9]=[CH:8][N:7]([C:10]2[CH:15]=[CH:14][C:13]([F:16])=[CH:12][CH:11]=2)[C:6](=[O:17])[C:5]=1[C:18]([OH:20])=O)[CH3:2].O=S(Cl)[Cl:23]. (2) The reactants are: [Br:1][C:2]1[CH:3]=[C:4]([C:9](=[O:11])[CH3:10])[CH:5]=[CH:6][C:7]=1F.[CH3:12][S-:13].[Na+]. Given the product [Br:1][C:2]1[CH:3]=[C:4]([C:9](=[O:11])[CH3:10])[CH:5]=[CH:6][C:7]=1[S:13][CH3:12], predict the reactants needed to synthesize it. (3) Given the product [C:20]([O:19][C:17](=[O:18])[NH:8][C:5]1[CH:6]=[CH:7][C:2]([CH3:1])=[C:3]([NH2:9])[CH:4]=1)([CH3:23])([CH3:22])[CH3:21], predict the reactants needed to synthesize it. The reactants are: [CH3:1][C:2]1[CH:7]=[CH:6][C:5]([NH2:8])=[CH:4][C:3]=1[NH2:9].C(N(CC)CC)C.[C:17](O[C:17]([O:19][C:20]([CH3:23])([CH3:22])[CH3:21])=[O:18])([O:19][C:20]([CH3:23])([CH3:22])[CH3:21])=[O:18]. (4) Given the product [F:37][C:2]([F:1])([F:38])[C:3]1[CH:4]=[C:5]([CH:34]=[CH:35][CH:36]=1)[C:6]([NH:8][CH2:9][C:10]([NH:12][C@@H:13]1[CH2:17][CH2:16][N:15]([CH:18]2[CH2:19][CH2:20][N:21]([C:42]3[CH:41]=[CH:40][CH:49]=[CH:48][C:43]=3[C:44]([O:46][CH3:47])=[O:45])[CH2:22][CH2:23]2)[CH2:14]1)=[O:11])=[O:7], predict the reactants needed to synthesize it. The reactants are: [F:1][C:2]([F:38])([F:37])[C:3]1[CH:4]=[C:5]([CH:34]=[CH:35][CH:36]=1)[C:6]([NH:8][CH2:9][C:10]([NH:12][C@@H:13]1[CH2:17][CH2:16][N:15]([CH:18]2[CH2:23][CH2:22][N:21](C3C=CC(C(OC)=O)=CC=3)[CH2:20][CH2:19]2)[CH2:14]1)=[O:11])=[O:7].Br[C:40]1[CH:49]=[CH:48][C:43]([C:44]([O:46][CH3:47])=[O:45])=[CH:42][CH:41]=1. (5) Given the product [ClH:58].[F:20][C:21]1[CH:26]=[CH:25][C:24]([C:27]2[C:28]([N:33]3[CH2:34][CH2:35][N:36]([CH2:11][CH2:10][C:9]4[C:5]([CH2:1][CH:2]([CH3:4])[CH3:3])=[N:6][N:7]([C:14]5[CH:19]=[CH:18][CH:17]=[CH:16][N:15]=5)[C:8]=4[CH3:13])[CH2:37][CH2:38]3)=[N:29][CH:30]=[CH:31][N:32]=2)=[CH:23][CH:22]=1, predict the reactants needed to synthesize it. The reactants are: [CH2:1]([C:5]1[C:9]([CH2:10][CH:11]=O)=[C:8]([CH3:13])[N:7]([C:14]2[CH:19]=[CH:18][CH:17]=[CH:16][N:15]=2)[N:6]=1)[CH:2]([CH3:4])[CH3:3].[F:20][C:21]1[CH:26]=[CH:25][C:24]([C:27]2[C:28]([N:33]3[CH2:38][CH2:37][NH:36][CH2:35][CH2:34]3)=[N:29][CH:30]=[CH:31][N:32]=2)=[CH:23][CH:22]=1.C(O)(=O)C.C(O[BH-](OC(=O)C)OC(=O)C)(=O)C.[Na+].C(Cl)[Cl:58].